This data is from Full USPTO retrosynthesis dataset with 1.9M reactions from patents (1976-2016). The task is: Predict the reactants needed to synthesize the given product. (1) Given the product [CH2:1]([C:8]1[C:9]([CH3:21])=[N:10][C:11]2[N:12]([N:15]=[CH:16][C:17]=2[C:18]([NH:56][CH2:55][CH2:54][CH2:53][O:52][CH:49]([CH3:51])[CH3:50])=[O:20])[C:13]=1[CH3:14])[C:2]1[CH:3]=[CH:4][CH:5]=[CH:6][CH:7]=1, predict the reactants needed to synthesize it. The reactants are: [CH2:1]([C:8]1[C:9]([CH3:21])=[N:10][C:11]2[N:12]([N:15]=[CH:16][C:17]=2[C:18]([OH:20])=O)[C:13]=1[CH3:14])[C:2]1[CH:7]=[CH:6][CH:5]=[CH:4][CH:3]=1.C(N(CC)C(C)C)(C)C.CCCP1(OP(CCC)(=O)OP(CCC)(=O)O1)=O.[CH:49]([O:52][CH2:53][CH2:54][CH2:55][NH2:56])([CH3:51])[CH3:50]. (2) Given the product [C:33]1([N:39]2[C:4]3[CH:5]=[C:6]4[C@:11]([C:13]([O:15][CH3:16])=[O:14])([CH2:12][C:3]=3[CH:2]=[N:40]2)[CH2:10][N:9]([C:17]([O:19][C:20]([CH3:21])([CH3:23])[CH3:22])=[O:18])[CH2:8][CH2:7]4)[CH:38]=[CH:37][CH:36]=[CH:35][CH:34]=1, predict the reactants needed to synthesize it. The reactants are: O/[CH:2]=[C:3]1\[C:4](=O)[CH:5]=[C:6]2[C@:11]([C:13]([O:15][CH3:16])=[O:14])([CH2:12]\1)[CH2:10][N:9]([C:17]([O:19][C:20]([CH3:23])([CH3:22])[CH3:21])=[O:18])[CH2:8][CH2:7]2.O.O.O.C([O-])(=O)C.[Na+].[C:33]1([NH:39][NH2:40])[CH:38]=[CH:37][CH:36]=[CH:35][CH:34]=1.O.